Dataset: Full USPTO retrosynthesis dataset with 1.9M reactions from patents (1976-2016). Task: Predict the reactants needed to synthesize the given product. (1) Given the product [CH2:3]([C:7]1[N:12]=[N:11][C:10]([O:13][CH2:14][CH:15]2[O:20][CH2:19][CH2:18][N:17]([CH3:36])[CH2:16]2)=[CH:9][C:8]=1[C:21]1[CH:22]=[CH:23][C:24]([O:27][CH:28]2[CH2:33][CH2:32][CH2:31][CH2:30][CH2:29]2)=[CH:25][CH:26]=1)[CH2:4][CH2:5][CH3:6], predict the reactants needed to synthesize it. The reactants are: Cl.Cl.[CH2:3]([C:7]1[N:12]=[N:11][C:10]([O:13][CH2:14][CH:15]2[O:20][CH2:19][CH2:18][NH:17][CH2:16]2)=[CH:9][C:8]=1[C:21]1[CH:26]=[CH:25][C:24]([O:27][CH:28]2[CH2:33][CH2:32][CH2:31][CH2:30][CH2:29]2)=[CH:23][CH:22]=1)[CH2:4][CH2:5][CH3:6].C=O.[C:36](O[BH-](OC(=O)C)OC(=O)C)(=O)C. (2) Given the product [Cl:13][C:14]1[CH:15]=[CH:16][C:17]([S:20]([C:23]2[C:24]([CH2:31][CH2:32][C:33]([OH:35])=[O:34])=[C:25](/[CH:29]=[C:6]3\[C:7](=[O:12])[NH:8][C:9]4[C:5]\3=[CH:4][C:3]([O:2][CH3:1])=[CH:11][CH:10]=4)[NH:26][C:27]=2[CH3:28])(=[O:21])=[O:22])=[CH:18][CH:19]=1, predict the reactants needed to synthesize it. The reactants are: [CH3:1][O:2][C:3]1[CH:4]=[C:5]2[C:9](=[CH:10][CH:11]=1)[NH:8][C:7](=[O:12])[CH2:6]2.[Cl:13][C:14]1[CH:19]=[CH:18][C:17]([S:20]([C:23]2[C:24]([CH2:31][CH2:32][C:33]([OH:35])=[O:34])=[C:25]([CH:29]=O)[NH:26][C:27]=2[CH3:28])(=[O:22])=[O:21])=[CH:16][CH:15]=1.N1CCCCC1. (3) Given the product [O:17]1[CH2:18][CH:19]=[C:20]([C:2]2[CH:3]=[C:4]3[C:9](=[N:10][C:11]=2[CH:12]([O:15][CH3:16])[O:13][CH3:14])[NH:8][CH2:7][CH2:6][CH2:5]3)[CH2:21][CH2:22]1, predict the reactants needed to synthesize it. The reactants are: Br[C:2]1[CH:3]=[C:4]2[C:9](=[N:10][C:11]=1[CH:12]([O:15][CH3:16])[O:13][CH3:14])[NH:8][CH2:7][CH2:6][CH2:5]2.[O:17]1[CH2:22][CH:21]=[C:20](B2OC(C)(C)C(C)(C)O2)[CH2:19][CH2:18]1. (4) The reactants are: Cl[C:2]1[C:11]2[C:6](=[CH:7][C:8]([O:12][CH3:13])=[CH:9][CH:10]=2)[CH:5]=[C:4]([NH:14][C:15]2[CH:19]=[CH:18][NH:17][N:16]=2)[N:3]=1.[F:20][C:21]1[CH:26]=[CH:25][C:24](B(O)O)=[CH:23][CH:22]=1. Given the product [F:20][C:21]1[CH:26]=[CH:25][C:24]([C:2]2[C:11]3[C:6](=[CH:7][C:8]([O:12][CH3:13])=[CH:9][CH:10]=3)[CH:5]=[C:4]([NH:14][C:15]3[CH:19]=[CH:18][NH:17][N:16]=3)[N:3]=2)=[CH:23][CH:22]=1, predict the reactants needed to synthesize it. (5) Given the product [CH3:25][O:26][C:27]([C:29]1[CH:34]=[N:33][C:32]([O:9][CH2:8][C:6]2[CH:5]=[CH:4][C:3]([CH:10]([CH3:24])[C:11]([C:17]3[CH:22]=[CH:21][N:20]=[C:19]([Cl:23])[CH:18]=3)([OH:16])[C:12]([F:15])([F:14])[F:13])=[C:2]([Cl:1])[CH:7]=2)=[CH:31][N:30]=1)=[O:28], predict the reactants needed to synthesize it. The reactants are: [Cl:1][C:2]1[CH:7]=[C:6]([CH2:8][OH:9])[CH:5]=[CH:4][C:3]=1[CH:10]([CH3:24])[C:11]([C:17]1[CH:22]=[CH:21][N:20]=[C:19]([Cl:23])[CH:18]=1)([OH:16])[C:12]([F:15])([F:14])[F:13].[CH3:25][O:26][C:27]([C:29]1[CH:34]=[N:33][C:32](Cl)=[CH:31][N:30]=1)=[O:28]. (6) Given the product [NH2:15][C:13]1[CH:12]=[CH:11][C:8]2[C:9](=[O:10])[N:3]([CH2:1][CH3:2])[CH2:4][CH2:5][NH:6][C:7]=2[CH:14]=1, predict the reactants needed to synthesize it. The reactants are: [CH2:1]([N:3]1[C:9](=[O:10])[C:8]2[CH:11]=[CH:12][C:13]([N+:15]([O-])=O)=[CH:14][C:7]=2[NH:6][CH2:5][CH2:4]1)[CH3:2].C(O)C. (7) Given the product [Cl:19][CH2:15][C:12]1[CH:13]=[CH:14][C:7]([CH:1]2[CH2:6][CH2:5][CH2:4][CH2:3][CH2:2]2)=[C:8]([CH:11]=1)[C:9]#[N:10], predict the reactants needed to synthesize it. The reactants are: [CH:1]1([C:7]2[CH:14]=[CH:13][C:12]([CH2:15]O)=[CH:11][C:8]=2[C:9]#[N:10])[CH2:6][CH2:5][CH2:4][CH2:3][CH2:2]1.S(Cl)([Cl:19])=O.